Dataset: Forward reaction prediction with 1.9M reactions from USPTO patents (1976-2016). Task: Predict the product of the given reaction. (1) Given the reactants [C:1]([O:9][CH2:10][CH:11]=[O:12])(=O)[C:2]1[CH:7]=[CH:6][CH:5]=[CH:4][CH:3]=1.C1COCC1.[C:18]1([Mg]Br)[CH:23]=[CH:22][CH:21]=[CH:20][CH:19]=1, predict the reaction product. The product is: [CH2:1]([O:9][CH2:10][CH:11]([C:18]1[CH:23]=[CH:22][CH:21]=[CH:20][CH:19]=1)[OH:12])[C:2]1[CH:7]=[CH:6][CH:5]=[CH:4][CH:3]=1. (2) Given the reactants C(=O)([O-])[O-].[K+].[K+].I[C:8]1[CH:13]=[CH:12][CH:11]=[CH:10][C:9]=1[N+:14]([O-:16])=[O:15].[Br:17][C:18]1[CH:23]=[CH:22][C:21](B(O)O)=[CH:20][CH:19]=1, predict the reaction product. The product is: [Br:17][C:18]1[CH:23]=[CH:22][C:21]([C:8]2[CH:13]=[CH:12][CH:11]=[CH:10][C:9]=2[N+:14]([O-:16])=[O:15])=[CH:20][CH:19]=1. (3) The product is: [Br:5][CH2:6][C:7]1[CH:12]=[CH:11][C:10]([CH2:13][CH2:14][OH:15])=[CH:9][CH:8]=1. Given the reactants CSC.B.[Br:5][CH2:6][C:7]1[CH:12]=[CH:11][C:10]([CH2:13][C:14](O)=[O:15])=[CH:9][CH:8]=1.CO, predict the reaction product. (4) Given the reactants [CH:1]([C:4]1[CH:5]=[CH:6][C:7]([CH3:54])=[C:8]([N:10]2[CH2:53][CH2:52][C:13]3[N:14]=[C:15]([C:32]4[CH:40]=[CH:39][CH:38]=[C:37]5[C:33]=4[C:34]([CH3:51])=[CH:35][N:36]5[S:41]([C:44]4[CH:50]=[CH:49][C:47]([CH3:48])=[CH:46][CH:45]=4)(=[O:43])=[O:42])[N:16]=[C:17]([N:18]4[CH2:23][CH2:22][N:21](C(OC(C)(C)C)=O)[CH2:20][C@H:19]4[CH3:31])[C:12]=3[CH2:11]2)[CH:9]=1)([CH3:3])[CH3:2].C(O)(C(F)(F)F)=O.CCN(C(C)C)C(C)C.Br[CH2:72][C:73]([NH2:75])=[O:74].[I-].[Na+], predict the reaction product. The product is: [CH:1]([C:4]1[CH:5]=[CH:6][C:7]([CH3:54])=[C:8]([N:10]2[CH2:53][CH2:52][C:13]3[N:14]=[C:15]([C:32]4[CH:40]=[CH:39][CH:38]=[C:37]5[C:33]=4[C:34]([CH3:51])=[CH:35][N:36]5[S:41]([C:44]4[CH:45]=[CH:46][C:47]([CH3:48])=[CH:49][CH:50]=4)(=[O:42])=[O:43])[N:16]=[C:17]([N:18]4[CH2:23][CH2:22][N:21]([CH2:72][C:73]([NH2:75])=[O:74])[CH2:20][C@H:19]4[CH3:31])[C:12]=3[CH2:11]2)[CH:9]=1)([CH3:3])[CH3:2]. (5) Given the reactants [NH2:1][CH2:2][CH2:3][CH2:4][C@@H:5]([CH2:9][C:10]1[N:11]=[CH:12][N:13]2[C:22]3[C:17](=[CH:18][CH:19]=[CH:20][CH:21]=3)[CH2:16][CH2:15][C:14]=12)[C:6]([OH:8])=[O:7].[C:23](=O)([O:33]C1C=CC([N+]([O-])=O)=CC=1)[O:24][CH2:25][C:26]1[O:27][C:28](=[O:32])[O:29][C:30]=1[CH3:31], predict the reaction product. The product is: [CH:12]1[N:13]2[C:22]3[C:17]([CH2:16][CH2:15][C:14]2=[C:10]([CH2:9][C@H:5]([CH2:4][CH2:3][CH2:2][NH:1][C:23]([O:24][CH2:25][C:26]2[O:27][C:28](=[O:32])[O:29][C:30]=2[CH3:31])=[O:33])[C:6]([OH:8])=[O:7])[N:11]=1)=[CH:18][CH:19]=[CH:20][CH:21]=3. (6) The product is: [Br:8][C:5]1[CH:6]=[CH:7][C:2]([CH:13]([C:14]([O:16][CH2:17][CH3:18])=[O:15])[C:12]([O:20][CH2:21][CH3:22])=[O:19])=[C:3]([N+:9]([O-:11])=[O:10])[CH:4]=1. Given the reactants Br[C:2]1[CH:7]=[CH:6][C:5]([Br:8])=[CH:4][C:3]=1[N+:9]([O-:11])=[O:10].[C:12]([O:20][CH2:21][CH3:22])(=[O:19])[CH2:13][C:14]([O:16][CH2:17][CH3:18])=[O:15], predict the reaction product.